Dataset: CYP3A4 inhibition data for predicting drug metabolism from PubChem BioAssay. Task: Regression/Classification. Given a drug SMILES string, predict its absorption, distribution, metabolism, or excretion properties. Task type varies by dataset: regression for continuous measurements (e.g., permeability, clearance, half-life) or binary classification for categorical outcomes (e.g., BBB penetration, CYP inhibition). Dataset: cyp3a4_veith. (1) The compound is COc1cccc(Cn2c(=O)c(-c3cccs3)nc3cnc(N4CCN(C)CC4)nc32)c1. The result is 1 (inhibitor). (2) The drug is CSc1nnc(-c2sc(-c3ccccc3)nc2C)n1C. The result is 0 (non-inhibitor).